Dataset: Full USPTO retrosynthesis dataset with 1.9M reactions from patents (1976-2016). Task: Predict the reactants needed to synthesize the given product. Given the product [Cl:38][C:20]1[N:21]=[C:22]([C:32]2[CH:37]=[CH:36][CH:35]=[CH:34][N:33]=2)[NH:23][C:19]=1/[C:10](/[C:4]1[CH:5]=[CH:6][C:7]([S:8][CH3:9])=[C:2]([Cl:1])[CH:3]=1)=[CH:11]/[CH:12]1[CH2:17][CH2:16][O:15][CH2:14][CH2:13]1, predict the reactants needed to synthesize it. The reactants are: [Cl:1][C:2]1[CH:3]=[C:4]([C:10]([C:19]2[N:23](COCC[Si](C)(C)C)[C:22]([C:32]3[CH:37]=[CH:36][CH:35]=[CH:34][N:33]=3)=[N:21][C:20]=2[Cl:38])(O)[CH2:11][CH:12]2[CH2:17][CH2:16][O:15][CH2:14][CH2:13]2)[CH:5]=[CH:6][C:7]=1[S:8][CH3:9].Cl.C(=O)([O-])O.[Na+].